From a dataset of NCI-60 drug combinations with 297,098 pairs across 59 cell lines. Regression. Given two drug SMILES strings and cell line genomic features, predict the synergy score measuring deviation from expected non-interaction effect. (1) Drug 1: C#CCC(CC1=CN=C2C(=N1)C(=NC(=N2)N)N)C3=CC=C(C=C3)C(=O)NC(CCC(=O)O)C(=O)O. Cell line: SF-539. Synergy scores: CSS=46.3, Synergy_ZIP=-5.89, Synergy_Bliss=-10.8, Synergy_Loewe=-8.21, Synergy_HSA=-6.88. Drug 2: CC1C(C(CC(O1)OC2CC(CC3=C2C(=C4C(=C3O)C(=O)C5=CC=CC=C5C4=O)O)(C(=O)C)O)N)O. (2) Drug 1: C1=CN(C(=O)N=C1N)C2C(C(C(O2)CO)O)O.Cl. Drug 2: CC1CCC2CC(C(=CC=CC=CC(CC(C(=O)C(C(C(=CC(C(=O)CC(OC(=O)C3CCCCN3C(=O)C(=O)C1(O2)O)C(C)CC4CCC(C(C4)OC)OCCO)C)C)O)OC)C)C)C)OC. Cell line: SK-OV-3. Synergy scores: CSS=11.8, Synergy_ZIP=-6.54, Synergy_Bliss=-2.13, Synergy_Loewe=-5.65, Synergy_HSA=-1.70. (3) Drug 1: CC1=CC2C(CCC3(C2CCC3(C(=O)C)OC(=O)C)C)C4(C1=CC(=O)CC4)C. Drug 2: C1CC(=O)NC(=O)C1N2C(=O)C3=CC=CC=C3C2=O. Cell line: HT29. Synergy scores: CSS=-3.07, Synergy_ZIP=0.583, Synergy_Bliss=-2.68, Synergy_Loewe=-3.96, Synergy_HSA=-3.85. (4) Drug 1: C1CNP(=O)(OC1)N(CCCl)CCCl. Drug 2: CC12CCC3C(C1CCC2OP(=O)(O)O)CCC4=C3C=CC(=C4)OC(=O)N(CCCl)CCCl.[Na+]. Cell line: SF-295. Synergy scores: CSS=54.3, Synergy_ZIP=1.32, Synergy_Bliss=1.18, Synergy_Loewe=-22.8, Synergy_HSA=-1.68. (5) Drug 1: C1CC(=O)NC(=O)C1N2CC3=C(C2=O)C=CC=C3N. Drug 2: C1CN(CCN1C(=O)CCBr)C(=O)CCBr. Cell line: SF-295. Synergy scores: CSS=29.1, Synergy_ZIP=-8.30, Synergy_Bliss=-0.858, Synergy_Loewe=2.53, Synergy_HSA=2.79. (6) Drug 1: CCC1=CC2CC(C3=C(CN(C2)C1)C4=CC=CC=C4N3)(C5=C(C=C6C(=C5)C78CCN9C7C(C=CC9)(C(C(C8N6C)(C(=O)OC)O)OC(=O)C)CC)OC)C(=O)OC.C(C(C(=O)O)O)(C(=O)O)O. Drug 2: CC1=C2C(C(=O)C3(C(CC4C(C3C(C(C2(C)C)(CC1OC(=O)C(C(C5=CC=CC=C5)NC(=O)C6=CC=CC=C6)O)O)OC(=O)C7=CC=CC=C7)(CO4)OC(=O)C)O)C)OC(=O)C. Cell line: HL-60(TB). Synergy scores: CSS=39.4, Synergy_ZIP=-4.32, Synergy_Bliss=-7.92, Synergy_Loewe=-22.3, Synergy_HSA=-7.91. (7) Synergy scores: CSS=30.9, Synergy_ZIP=4.05, Synergy_Bliss=4.95, Synergy_Loewe=-0.405, Synergy_HSA=2.62. Drug 1: C1=C(C(=O)NC(=O)N1)F. Drug 2: CC1=CC=C(C=C1)C2=CC(=NN2C3=CC=C(C=C3)S(=O)(=O)N)C(F)(F)F. Cell line: MALME-3M. (8) Drug 1: CC12CCC(CC1=CCC3C2CCC4(C3CC=C4C5=CN=CC=C5)C)O. Drug 2: CCC1(CC2CC(C3=C(CCN(C2)C1)C4=CC=CC=C4N3)(C5=C(C=C6C(=C5)C78CCN9C7C(C=CC9)(C(C(C8N6C)(C(=O)OC)O)OC(=O)C)CC)OC)C(=O)OC)O.OS(=O)(=O)O. Cell line: IGROV1. Synergy scores: CSS=14.0, Synergy_ZIP=-7.21, Synergy_Bliss=-0.649, Synergy_Loewe=-17.0, Synergy_HSA=-0.390. (9) Drug 1: C1=CC(=CC=C1CCC2=CNC3=C2C(=O)NC(=N3)N)C(=O)NC(CCC(=O)O)C(=O)O. Drug 2: CCC1=CC2CC(C3=C(CN(C2)C1)C4=CC=CC=C4N3)(C5=C(C=C6C(=C5)C78CCN9C7C(C=CC9)(C(C(C8N6C)(C(=O)OC)O)OC(=O)C)CC)OC)C(=O)OC.C(C(C(=O)O)O)(C(=O)O)O. Cell line: IGROV1. Synergy scores: CSS=53.1, Synergy_ZIP=-4.58, Synergy_Bliss=2.48, Synergy_Loewe=3.06, Synergy_HSA=6.31. (10) Drug 1: COC1=C2C(=CC3=C1OC=C3)C=CC(=O)O2. Drug 2: C1C(C(OC1N2C=NC3=C2NC=NCC3O)CO)O. Cell line: UACC62. Synergy scores: CSS=0.944, Synergy_ZIP=-0.183, Synergy_Bliss=1.48, Synergy_Loewe=1.12, Synergy_HSA=0.926.